This data is from Full USPTO retrosynthesis dataset with 1.9M reactions from patents (1976-2016). The task is: Predict the reactants needed to synthesize the given product. (1) Given the product [CH2:1]([NH:8][C:9]1[N:14]2[N:15]=[CH:16][C:17]([Br:18])=[C:13]2[N:12]=[CH:11][C:10]=1[C:19]([N:33]1[CH2:34][CH2:35][C:30]2([C:27]3[CH:28]=[CH:29][C:24]([F:23])=[CH:25][C:26]=3[O:37][CH2:36]2)[CH2:31][CH2:32]1)=[O:21])[C:2]1[CH:3]=[CH:4][CH:5]=[CH:6][CH:7]=1, predict the reactants needed to synthesize it. The reactants are: [CH2:1]([NH:8][C:9]1[N:14]2[N:15]=[CH:16][C:17]([Br:18])=[C:13]2[N:12]=[CH:11][C:10]=1[C:19]([OH:21])=O)[C:2]1[CH:7]=[CH:6][CH:5]=[CH:4][CH:3]=1.Cl.[F:23][C:24]1[CH:29]=[CH:28][C:27]2[C:30]3([CH2:36][O:37][C:26]=2[CH:25]=1)[CH2:35][CH2:34][NH:33][CH2:32][CH2:31]3. (2) Given the product [CH3:7][C@:8]1([CH2:30][NH:31][C:39]2[CH:38]=[C:35]([CH:34]=[CH:33][C:40]=2[N+:41]([O-:43])=[O:42])[C:36]#[N:37])[CH2:29][CH2:28][CH2:27][C:10]2([O:11][C@H:12]([C:21]3[CH:26]=[CH:25][CH:24]=[CH:23][CH:22]=3)[C@@H:13]([C:15]3[CH:20]=[CH:19][CH:18]=[CH:17][CH:16]=3)[O:14]2)[CH2:9]1, predict the reactants needed to synthesize it. The reactants are: C(=O)([O-])[O-].[K+].[K+].[CH3:7][C@:8]1([CH2:30][NH2:31])[CH2:29][CH2:28][CH2:27][C:10]2([O:14][C@H:13]([C:15]3[CH:20]=[CH:19][CH:18]=[CH:17][CH:16]=3)[C@@H:12]([C:21]3[CH:26]=[CH:25][CH:24]=[CH:23][CH:22]=3)[O:11]2)[CH2:9]1.F[C:33]1[CH:34]=[C:35]([CH:38]=[CH:39][C:40]=1[N+:41]([O-:43])=[O:42])[C:36]#[N:37]. (3) The reactants are: [F:1][C:2]1[CH:7]=[C:6]([N+:8]([O-])=O)[CH:5]=[CH:4][C:3]=1[N:11]1[CH:15]=[CH:14][CH:13]=[N:12]1. Given the product [F:1][C:2]1[CH:7]=[C:6]([NH2:8])[CH:5]=[CH:4][C:3]=1[N:11]1[CH:15]=[CH:14][CH:13]=[N:12]1, predict the reactants needed to synthesize it. (4) Given the product [C:12]([C:15]1[CH:16]=[C:17]([C:18]([NH:21][C:2](=[O:3])[O:4][C:5]2[CH:10]=[CH:9][C:8]([Cl:11])=[CH:7][CH:6]=2)([CH3:20])[CH3:19])[CH:22]=[CH:23][CH:24]=1)(=[O:14])[CH3:13], predict the reactants needed to synthesize it. The reactants are: Cl[C:2]([O:4][C:5]1[CH:10]=[CH:9][C:8]([Cl:11])=[CH:7][CH:6]=1)=[O:3].[C:12]([C:15]1[CH:16]=[C:17]([CH:22]=[CH:23][CH:24]=1)[C:18]([NH2:21])([CH3:20])[CH3:19])(=[O:14])[CH3:13].C(N(C(C)C)CC)(C)C. (5) Given the product [F:3][C:4]1[CH:9]=[CH:8][C:7]([CH:10]([C:15]2[CH:20]=[CH:19][C:18]([F:21])=[CH:17][CH:16]=2)[CH2:11][CH2:12][CH2:13][I:1])=[CH:6][CH:5]=1, predict the reactants needed to synthesize it. The reactants are: [I-:1].[Na+].[F:3][C:4]1[CH:9]=[CH:8][C:7]([CH:10]([C:15]2[CH:20]=[CH:19][C:18]([F:21])=[CH:17][CH:16]=2)[CH2:11][CH2:12][CH2:13]Cl)=[CH:6][CH:5]=1. (6) Given the product [Br:1][C:4]1[CH:5]=[CH:6][C:7]2[O:8][C:9]3[CH:15]=[CH:14][CH:13]=[CH:12][C:10]=3[C:11]=2[CH:3]=1, predict the reactants needed to synthesize it. The reactants are: [Br:1]Br.[CH:3]1[C:11]2[C:10]3[CH:12]=[CH:13][CH:14]=[CH:15][C:9]=3[O:8][C:7]=2[CH:6]=[CH:5][CH:4]=1.O.